From a dataset of Catalyst prediction with 721,799 reactions and 888 catalyst types from USPTO. Predict which catalyst facilitates the given reaction. (1) Reactant: [CH3:1][C:2]1([CH3:19])[CH2:8][CH2:7][CH2:6][N:5]([C:9](=[O:11])[CH3:10])[C:4]2[CH:12]=[C:13]([N+:16]([O-])=O)[CH:14]=[CH:15][C:3]1=2. Product: [NH2:16][C:13]1[CH:14]=[CH:15][C:3]2[C:2]([CH3:19])([CH3:1])[CH2:8][CH2:7][CH2:6][N:5]([C:9](=[O:11])[CH3:10])[C:4]=2[CH:12]=1. The catalyst class is: 19. (2) Reactant: [OH:1][C:2]1[CH:7]=[CH:6][C:5]([N:8]2[C:13](=[O:14])[C:12]([CH2:15][C:16]3[CH:21]=[CH:20][C:19]([C:22]4[C:23]([C:28]#[N:29])=[CH:24][CH:25]=[CH:26][CH:27]=4)=[CH:18][CH:17]=3)=[C:11]([CH2:30][CH2:31][CH3:32])[N:10]=[C:9]2[CH3:33])=[CH:4][CH:3]=1.Br[CH:35]([CH3:40])[C:36]([O:38][CH3:39])=[O:37].C(=O)([O-])[O-].[Cs+].[Cs+].C(OCC)(=O)C. Product: [C:28]([C:23]1[CH:24]=[CH:25][CH:26]=[CH:27][C:22]=1[C:19]1[CH:20]=[CH:21][C:16]([CH2:15][C:12]2[C:13](=[O:14])[N:8]([C:5]3[CH:4]=[CH:3][C:2]([O:1][CH:35]([CH3:40])[C:36]([O:38][CH3:39])=[O:37])=[CH:7][CH:6]=3)[C:9]([CH3:33])=[N:10][C:11]=2[CH2:30][CH2:31][CH3:32])=[CH:17][CH:18]=1)#[N:29]. The catalyst class is: 35.